From a dataset of Forward reaction prediction with 1.9M reactions from USPTO patents (1976-2016). Predict the product of the given reaction. Given the reactants [CH2:1]([O:8][C:9]([N:11]([CH3:19])[C@H:12]([C:16]([OH:18])=O)[CH:13]([CH3:15])[CH3:14])=[O:10])[C:2]1[CH:7]=[CH:6][CH:5]=[CH:4][CH:3]=1.Cl.[C:21]([O:25][C:26](=[O:37])[C@H:27]([CH2:29][C:30]([O:32][C:33]([CH3:36])([CH3:35])[CH3:34])=[O:31])[NH2:28])([CH3:24])([CH3:23])[CH3:22].CCN=C=NCCCN(C)C.Cl.O.ON1C2C=CC=CC=2N=N1.C(N(CC)CC)C, predict the reaction product. The product is: [C:21]([O:25][C:26](=[O:37])[C@H:27]([CH2:29][C:30]([O:32][C:33]([CH3:36])([CH3:35])[CH3:34])=[O:31])[NH:28][C:16](=[O:18])[C@H:12]([CH:13]([CH3:14])[CH3:15])[N:11]([C:9]([O:8][CH2:1][C:2]1[CH:3]=[CH:4][CH:5]=[CH:6][CH:7]=1)=[O:10])[CH3:19])([CH3:23])([CH3:24])[CH3:22].